Dataset: Catalyst prediction with 721,799 reactions and 888 catalyst types from USPTO. Task: Predict which catalyst facilitates the given reaction. (1) The catalyst class is: 2. Product: [C:20]1([O:26][C:27](=[O:28])[NH:1][C:2]2[S:3][C:4]([CH:7]3[CH2:10][CH2:9][CH2:8]3)=[CH:5][N:6]=2)[CH:25]=[CH:24][CH:23]=[CH:22][CH:21]=1. Reactant: [NH2:1][C:2]1[S:3][C:4]([CH:7]2[CH2:10][CH2:9][CH2:8]2)=[CH:5][N:6]=1.C(N(C(C)C)CC)(C)C.[C:20]1([O:26][C:27](Cl)=[O:28])[CH:25]=[CH:24][CH:23]=[CH:22][CH:21]=1. (2) Reactant: Cl[C:2]1[C:7]([N+:8]([O-:10])=[O:9])=[CH:6][C:5]([I:11])=[CH:4][N:3]=1.Cl.[CH2:13]([O:15][C:16](=[O:19])[CH2:17][NH2:18])[CH3:14].C(N(CC)CC)C. Product: [CH2:13]([O:15][C:16](=[O:19])[CH2:17][NH:18][C:2]1[C:7]([N+:8]([O-:10])=[O:9])=[CH:6][C:5]([I:11])=[CH:4][N:3]=1)[CH3:14]. The catalyst class is: 8.